From a dataset of Ames mutagenicity test results for genotoxicity prediction. Regression/Classification. Given a drug SMILES string, predict its toxicity properties. Task type varies by dataset: regression for continuous values (e.g., LD50, hERG inhibition percentage) or binary classification for toxic/non-toxic outcomes (e.g., AMES mutagenicity, cardiotoxicity, hepatotoxicity). Dataset: ames. The molecule is CNP(=S)(N1CC1)N1CC1. The result is 1 (mutagenic).